From a dataset of Reaction yield outcomes from USPTO patents with 853,638 reactions. Predict the reaction yield, written as a fraction of the theoretical maximum amount of product (1.0 means a 100% yield; for example, 0.34 means a 34% yield). (1) The reactants are [CH-:1]1[CH:5]=[CH:4][CH:3]=[CH:2]1.[Na+].[CH3:7][Si:8]([CH3:15])([CH3:14])[O:9][CH2:10][CH2:11][CH2:12]Br.[Cl-].[NH4+]. The catalyst is O1CCCC1. The product is [CH3:7][Si:8]([CH3:15])([CH3:14])[O:9][CH2:10][CH2:11][CH2:12][C:1]1[CH2:5][CH:4]=[CH:3][CH:2]=1. The yield is 0.430. (2) The reactants are [C:1]1([OH:7])[CH:6]=[CH:5][CH:4]=[CH:3][CH:2]=1.[H-].[Na+].Cl[C:11]1[N:16]=[C:15]([NH:17][CH3:18])[C:14]([N+:19]([O-])=O)=[CH:13][CH:12]=1.[C:22](O)(=O)[CH2:23][OH:24].C(=O)(O)[O-].[Na+]. The catalyst is C1COCC1.O. The product is [CH3:18][N:17]1[C:15]2=[N:16][C:11]([O:7][C:1]3[CH:6]=[CH:5][CH:4]=[CH:3][CH:2]=3)=[CH:12][CH:13]=[C:14]2[N:19]=[C:22]1[CH2:23][OH:24]. The yield is 0.800. (3) The reactants are [CH2:1]([C:4]1[CH:13]=[CH:12][C:7]([C:8]([O:10][CH3:11])=[O:9])=[C:6]([CH3:14])[C:5]=1[OH:15])[CH:2]=[CH2:3].CC([O-])(C)C.[K+].C1COCC1.Cl. The catalyst is CS(C)=O. The product is [OH:15][C:5]1[C:6]([CH3:14])=[C:7]([CH:12]=[CH:13][C:4]=1[CH:1]=[CH:2][CH3:3])[C:8]([O:10][CH3:11])=[O:9]. The yield is 0.770.